From a dataset of NCI-60 drug combinations with 297,098 pairs across 59 cell lines. Regression. Given two drug SMILES strings and cell line genomic features, predict the synergy score measuring deviation from expected non-interaction effect. (1) Drug 1: C1=C(C(=O)NC(=O)N1)N(CCCl)CCCl. Drug 2: C1CC(=O)NC(=O)C1N2C(=O)C3=CC=CC=C3C2=O. Cell line: HOP-92. Synergy scores: CSS=36.8, Synergy_ZIP=5.69, Synergy_Bliss=9.04, Synergy_Loewe=4.82, Synergy_HSA=8.21. (2) Drug 1: C1CCN(CC1)CCOC2=CC=C(C=C2)C(=O)C3=C(SC4=C3C=CC(=C4)O)C5=CC=C(C=C5)O. Drug 2: CN(C(=O)NC(C=O)C(C(C(CO)O)O)O)N=O. Cell line: SF-295. Synergy scores: CSS=0.204, Synergy_ZIP=1.03, Synergy_Bliss=1.99, Synergy_Loewe=-1.50, Synergy_HSA=-1.55. (3) Drug 1: CC12CCC(CC1=CCC3C2CCC4(C3CC=C4C5=CN=CC=C5)C)O. Drug 2: C1=C(C(=O)NC(=O)N1)N(CCCl)CCCl. Cell line: SN12C. Synergy scores: CSS=40.5, Synergy_ZIP=2.99, Synergy_Bliss=6.05, Synergy_Loewe=5.16, Synergy_HSA=6.66. (4) Drug 1: C1=CC(=C2C(=C1NCCNCCO)C(=O)C3=C(C=CC(=C3C2=O)O)O)NCCNCCO. Drug 2: CC(C)NC(=O)C1=CC=C(C=C1)CNNC.Cl. Cell line: TK-10. Synergy scores: CSS=30.9, Synergy_ZIP=2.40, Synergy_Bliss=2.56, Synergy_Loewe=-28.4, Synergy_HSA=0.966. (5) Drug 2: CC1CC(C(C(C=C(C(C(C=CC=C(C(=O)NC2=CC(=O)C(=C(C1)C2=O)OC)C)OC)OC(=O)N)C)C)O)OC. Cell line: SK-OV-3. Drug 1: CC1CCC2CC(C(=CC=CC=CC(CC(C(=O)C(C(C(=CC(C(=O)CC(OC(=O)C3CCCCN3C(=O)C(=O)C1(O2)O)C(C)CC4CCC(C(C4)OC)OP(=O)(C)C)C)C)O)OC)C)C)C)OC. Synergy scores: CSS=54.2, Synergy_ZIP=4.59, Synergy_Bliss=3.27, Synergy_Loewe=5.91, Synergy_HSA=7.26. (6) Drug 2: CC1=C(C(=CC=C1)Cl)NC(=O)C2=CN=C(S2)NC3=CC(=NC(=N3)C)N4CCN(CC4)CCO. Drug 1: C1CC(CCC1OC2=C(C(=CC=C2)Cl)F)(CC3=NC(=CC=C3)NC4=NC=CS4)C(=O)O. Cell line: HCT116. Synergy scores: CSS=40.7, Synergy_ZIP=9.51, Synergy_Bliss=9.23, Synergy_Loewe=-6.22, Synergy_HSA=5.41. (7) Drug 1: C1=NC(=NC(=O)N1C2C(C(C(O2)CO)O)O)N. Drug 2: CC1C(C(CC(O1)OC2CC(CC3=C2C(=C4C(=C3O)C(=O)C5=C(C4=O)C(=CC=C5)OC)O)(C(=O)CO)O)N)O.Cl. Cell line: SK-MEL-28. Synergy scores: CSS=33.0, Synergy_ZIP=-2.86, Synergy_Bliss=0.636, Synergy_Loewe=-10.6, Synergy_HSA=1.34.